From a dataset of Forward reaction prediction with 1.9M reactions from USPTO patents (1976-2016). Predict the product of the given reaction. (1) Given the reactants [CH3:1][O:2][C:3]1[CH:8]=[CH:7][C:6]([C:9]([C:45]2[CH:50]=[CH:49][C:48]([O:51][CH3:52])=[CH:47][CH:46]=2)([C:39]2[CH:44]=[CH:43][CH:42]=[CH:41][CH:40]=2)[O:10][CH2:11][CH2:12][CH2:13][N:14]([C:21]2[CH:26]=[CH:25][C:24]([N:27]=[N:28][C:29]3[CH:34]=[CH:33][C:32]([N+:35]([O-:37])=[O:36])=[CH:31][C:30]=3[Cl:38])=[CH:23][CH:22]=2)[CH2:15][CH2:16][CH2:17][C:18]([OH:20])=[O:19])=[CH:5][CH:4]=1.C(N(CC)CC)C.C(Cl)Cl.FC(F)(F)C(O[C:68]1[C:73]([F:74])=[C:72]([F:75])[C:71]([F:76])=[C:70]([F:77])[C:69]=1[F:78])=O, predict the reaction product. The product is: [CH3:52][O:51][C:48]1[CH:49]=[CH:50][C:45]([C:9]([C:6]2[CH:7]=[CH:8][C:3]([O:2][CH3:1])=[CH:4][CH:5]=2)([C:39]2[CH:40]=[CH:41][CH:42]=[CH:43][CH:44]=2)[O:10][CH2:11][CH2:12][CH2:13][N:14]([C:21]2[CH:26]=[CH:25][C:24]([N:27]=[N:28][C:29]3[CH:34]=[CH:33][C:32]([N+:35]([O-:37])=[O:36])=[CH:31][C:30]=3[Cl:38])=[CH:23][CH:22]=2)[CH2:15][CH2:16][CH2:17][C:18]([O:20][C:68]2[C:69]([F:78])=[C:70]([F:77])[C:71]([F:76])=[C:72]([F:75])[C:73]=2[F:74])=[O:19])=[CH:46][CH:47]=1. (2) Given the reactants Br[CH2:2][CH2:3][CH2:4][CH2:5][CH2:6][CH2:7][CH2:8][CH2:9][CH2:10][OH:11].[C:12]1([C:18]2[S:19][CH:20]=[C:21]([C:23]([N:25]3[CH2:30][C:29]4([CH2:35][CH2:34][NH:33][CH2:32][CH2:31]4)[O:28][CH2:27][CH2:26]3)=[O:24])[N:22]=2)[CH:17]=[CH:16][CH:15]=[CH:14][CH:13]=1.C(N(CC)CC)C, predict the reaction product. The product is: [OH:11][CH2:10][CH2:9][CH2:8][CH2:7][CH2:6][CH2:5][CH2:4][CH2:3][CH2:2][N:33]1[CH2:34][CH2:35][C:29]2([O:28][CH2:27][CH2:26][N:25]([C:23]([C:21]3[N:22]=[C:18]([C:12]4[CH:13]=[CH:14][CH:15]=[CH:16][CH:17]=4)[S:19][CH:20]=3)=[O:24])[CH2:30]2)[CH2:31][CH2:32]1. (3) Given the reactants Br[C:2]1[C:3]([CH:15]([N:17]2[C:25](=[O:26])[C:24]3[C:19](=[CH:20][CH:21]=[CH:22][CH:23]=3)[C:18]2=[O:27])[CH3:16])=[N:4][C:5]2[C:10]([C:11]=1[O:12][CH3:13])=[CH:9][C:8]([F:14])=[CH:7][CH:6]=2.[CH:28]1(B(O)O)[CH2:30][CH2:29]1.C([O-])([O-])=O.[K+].[K+], predict the reaction product. The product is: [CH:28]1([C:2]2[C:3]([CH:15]([N:17]3[C:25](=[O:26])[C:24]4[C:19](=[CH:20][CH:21]=[CH:22][CH:23]=4)[C:18]3=[O:27])[CH3:16])=[N:4][C:5]3[C:10]([C:11]=2[O:12][CH3:13])=[CH:9][C:8]([F:14])=[CH:7][CH:6]=3)[CH2:30][CH2:29]1. (4) Given the reactants [F:1][C:2]([F:32])([F:31])[O:3][C:4]1[CH:9]=[CH:8][C:7]([N:10]2[CH:14]=[N:13][C:12]([C:15]3[CH:30]=[CH:29][C:18]([CH2:19][CH2:20][NH:21][C:22](=[O:28])[O:23][C:24]([CH3:27])([CH3:26])[CH3:25])=[CH:17][CH:16]=3)=[N:11]2)=[CH:6][CH:5]=1.I[CH2:34][CH3:35], predict the reaction product. The product is: [CH2:34]([N:21]([CH2:20][CH2:19][C:18]1[CH:29]=[CH:30][C:15]([C:12]2[N:13]=[CH:14][N:10]([C:7]3[CH:6]=[CH:5][C:4]([O:3][C:2]([F:1])([F:31])[F:32])=[CH:9][CH:8]=3)[N:11]=2)=[CH:16][CH:17]=1)[C:22](=[O:28])[O:23][C:24]([CH3:25])([CH3:26])[CH3:27])[CH3:35]. (5) Given the reactants [Br:1]Br.[CH3:3][O:4][C:5]([C:7]1[N:15]=[CH:14][C:13]2[NH:12][C:11]3[N:16]=[CH:17][CH:18]=[CH:19][C:10]=3[C:9]=2[CH:8]=1)=[O:6].C([O-])(=O)C.[Na+], predict the reaction product. The product is: [CH3:3][O:4][C:5]([C:7]1[N:15]=[CH:14][C:13]2[NH:12][C:11]3[N:16]=[CH:17][C:18]([Br:1])=[CH:19][C:10]=3[C:9]=2[CH:8]=1)=[O:6].